This data is from Forward reaction prediction with 1.9M reactions from USPTO patents (1976-2016). The task is: Predict the product of the given reaction. (1) Given the reactants ClC(OCC(C)C)=O.[Cl:9][C:10]1[CH:11]=[C:12]([CH:16]=[CH:17][C:18]([N:20]2[CH2:25][CH2:24][N:23]([C:26]3[C:31]([C:32]#[N:33])=[N:30][CH:29]=[CH:28][N:27]=3)[CH2:22][CH:21]2[C:34](O)=[O:35])=[O:19])[CH:13]=[CH:14][CH:15]=1.C(N(CC)CC)C.[BH4-].[Na+], predict the reaction product. The product is: [Cl:9][C:10]1[CH:11]=[C:12]([CH:16]=[CH:17][C:18]([N:20]2[CH2:25][CH2:24][N:23]([C:26]3[C:31]([C:32]#[N:33])=[N:30][CH:29]=[CH:28][N:27]=3)[CH2:22][CH:21]2[CH2:34][OH:35])=[O:19])[CH:13]=[CH:14][CH:15]=1. (2) Given the reactants [NH:1]1[C:9]2[C:4](=[CH:5][CH:6]=[CH:7][CH:8]=2)[CH2:3][C:2]1=[O:10].[Cl-].[Al+3].[Cl-].[Cl-].[Cl:15][CH2:16][C:17](Cl)=[O:18].Cl, predict the reaction product. The product is: [Cl:15][CH2:16][C:17]([C:6]1[CH:5]=[C:4]2[C:9](=[CH:8][CH:7]=1)[NH:1][C:2](=[O:10])[CH2:3]2)=[O:18]. (3) Given the reactants C1(C(C2C=CC=CC=2)(C2C=CC=CC=2)[N:8]2[C:12]3[CH:13]=[CH:14][C:15]([OH:17])=[CH:16][C:11]=3[N:10]=[CH:9]2)C=CC=CC=1.C1(C(C2C=CC=CC=2)(C2C=CC=CC=2)N2C3C=C(O)C=CC=3N=C2)C=CC=CC=1.F[C:60]1[CH:67]=[CH:66][C:63]([CH:64]=[O:65])=[CH:62][C:61]=1[O:68][CH3:69].C(=O)([O-])[O-].[Cs+].[Cs+], predict the reaction product. The product is: [NH:8]1[C:12]2[CH:13]=[CH:14][C:15]([O:17][C:60]3[CH:67]=[CH:66][C:63]([CH:64]=[O:65])=[CH:62][C:61]=3[O:68][CH3:69])=[CH:16][C:11]=2[N:10]=[CH:9]1. (4) Given the reactants [F:1][C:2]1[CH:3]=[C:4]([C:8]#[C:9][C:10]2[CH:11]=[CH:12][C:13]3[C:14](=[O:25])[N:15]4[CH2:24][CH2:23][NH:22][CH2:21][CH2:20][C:16]4=[N:17][C:18]=3[CH:19]=2)[CH:5]=[CH:6][CH:7]=1.[O:26]1[CH2:30][CH2:29][CH:28](OS(C2C=CC=CC=2)(=O)=O)[CH2:27]1, predict the reaction product. The product is: [F:1][C:2]1[CH:3]=[C:4]([C:8]#[C:9][C:10]2[CH:11]=[CH:12][C:13]3[C:14](=[O:25])[N:15]4[CH2:24][CH2:23][N:22]([CH:28]5[CH2:29][CH2:30][O:26][CH2:27]5)[CH2:21][CH2:20][C:16]4=[N:17][C:18]=3[CH:19]=2)[CH:5]=[CH:6][CH:7]=1.